From a dataset of NCI-60 drug combinations with 297,098 pairs across 59 cell lines. Regression. Given two drug SMILES strings and cell line genomic features, predict the synergy score measuring deviation from expected non-interaction effect. (1) Drug 1: CN1CCC(CC1)COC2=C(C=C3C(=C2)N=CN=C3NC4=C(C=C(C=C4)Br)F)OC. Drug 2: CC12CCC3C(C1CCC2=O)CC(=C)C4=CC(=O)C=CC34C. Cell line: BT-549. Synergy scores: CSS=26.3, Synergy_ZIP=-0.591, Synergy_Bliss=1.42, Synergy_Loewe=-5.44, Synergy_HSA=-0.0608. (2) Drug 1: CN(CCCl)CCCl.Cl. Drug 2: C1=NNC2=C1C(=O)NC=N2. Cell line: NCI/ADR-RES. Synergy scores: CSS=7.45, Synergy_ZIP=8.52, Synergy_Bliss=3.90, Synergy_Loewe=-1.27, Synergy_HSA=-1.21. (3) Drug 1: CCC(=C(C1=CC=CC=C1)C2=CC=C(C=C2)OCCN(C)C)C3=CC=CC=C3.C(C(=O)O)C(CC(=O)O)(C(=O)O)O. Drug 2: CCCCC(=O)OCC(=O)C1(CC(C2=C(C1)C(=C3C(=C2O)C(=O)C4=C(C3=O)C=CC=C4OC)O)OC5CC(C(C(O5)C)O)NC(=O)C(F)(F)F)O. Cell line: A498. Synergy scores: CSS=31.5, Synergy_ZIP=6.33, Synergy_Bliss=8.76, Synergy_Loewe=-6.42, Synergy_HSA=5.17. (4) Drug 1: C1CN1C2=NC(=NC(=N2)N3CC3)N4CC4. Drug 2: C1CC(=O)NC(=O)C1N2CC3=C(C2=O)C=CC=C3N. Cell line: ACHN. Synergy scores: CSS=32.3, Synergy_ZIP=-0.380, Synergy_Bliss=-0.507, Synergy_Loewe=-20.3, Synergy_HSA=-1.71. (5) Synergy scores: CSS=41.5, Synergy_ZIP=4.05, Synergy_Bliss=7.83, Synergy_Loewe=-23.7, Synergy_HSA=8.01. Cell line: UACC62. Drug 2: C1=CC(=C2C(=C1NCCNCCO)C(=O)C3=C(C=CC(=C3C2=O)O)O)NCCNCCO. Drug 1: CC1=C(C=C(C=C1)NC2=NC=CC(=N2)N(C)C3=CC4=NN(C(=C4C=C3)C)C)S(=O)(=O)N.Cl. (6) Drug 1: C1=CC(=CC=C1CCC2=CNC3=C2C(=O)NC(=N3)N)C(=O)NC(CCC(=O)O)C(=O)O. Drug 2: CN(CC1=CN=C2C(=N1)C(=NC(=N2)N)N)C3=CC=C(C=C3)C(=O)NC(CCC(=O)O)C(=O)O. Cell line: MDA-MB-231. Synergy scores: CSS=12.4, Synergy_ZIP=8.13, Synergy_Bliss=9.19, Synergy_Loewe=2.22, Synergy_HSA=3.06.